Predict the product of the given reaction. From a dataset of Forward reaction prediction with 1.9M reactions from USPTO patents (1976-2016). Given the reactants [CH2:1]([N:9]1[C:17]([C:18]([O:20]C)=O)=[N:16][C:15]2[C:10]1=[N:11][CH:12]=[N:13][C:14]=2[NH2:22])[CH2:2][C:3]1[CH:8]=[CH:7][CH:6]=[CH:5][CH:4]=1.[OH-].[Na+].[NH2:25][CH2:26][P:27](=[O:34])([O:31][CH2:32][CH3:33])[O:28][CH2:29][CH3:30].CCN=C=NCCCN(C)C.Cl.C1C=CC2N(O)N=NC=2C=1, predict the reaction product. The product is: [CH2:1]([N:9]1[C:17]([C:18]([NH:25][CH2:26][P:27]([O:31][CH2:32][CH3:33])([O:28][CH2:29][CH3:30])=[O:34])=[O:20])=[N:16][C:15]2[C:10]1=[N:11][CH:12]=[N:13][C:14]=2[NH2:22])[CH2:2][C:3]1[CH:4]=[CH:5][CH:6]=[CH:7][CH:8]=1.